The task is: Predict the reaction yield, written as a fraction of the theoretical maximum amount of product (1.0 means a 100% yield; for example, 0.34 means a 34% yield).. This data is from Reaction yield outcomes from USPTO patents with 853,638 reactions. (1) The reactants are [N:12]1[C:14]2[C:5](=[CH:6][CH:7]=[C:8]3[C:13]=2[N:12]=[CH:14][CH:5]=[CH:6]3)[CH:7]=[CH:8][CH:13]=1.[C:15]([O-])([O-])=[O:16].[Cs+].[Cs+].IC1C=C(C=CC=1)N.CO. The catalyst is [Cu]I. The product is [CH3:15][O:16][C:5]1[CH:14]=[C:13]([CH:8]=[CH:7][CH:6]=1)[NH2:12]. The yield is 0.780. (2) The reactants are [CH3:1][N:2]([CH3:36])[C:3]1[CH:8]=[CH:7][C:6]([C:9]2[C:14]([N:15]3[CH2:20][CH2:19][N:18](C(OCC)=O)[CH:17]([C:26]4[CH:31]=[CH:30][C:29]([O:32][CH3:33])=[CH:28][CH:27]=4)[CH2:16]3)=[CH:13][CH:12]=[C:11]([O:34][CH3:35])[N:10]=2)=[CH:5][CH:4]=1.[OH-].[K+]. The catalyst is C(O)CC. The product is [CH3:35][O:34][C:11]1[N:10]=[C:9]([C:6]2[CH:5]=[CH:4][C:3]([N:2]([CH3:36])[CH3:1])=[CH:8][CH:7]=2)[C:14]([N:15]2[CH2:20][CH2:19][NH:18][CH:17]([C:26]3[CH:27]=[CH:28][C:29]([O:32][CH3:33])=[CH:30][CH:31]=3)[CH2:16]2)=[CH:13][CH:12]=1. The yield is 0.230. (3) The catalyst is CO.C(OCC)(=O)C. The reactants are [CH3:1][O:2][C:3]([C@H:5]1[CH2:9][O:8]C(C)(C)[O:6]1)=[O:4].Cl.O1CCOCC1.N1C=CN=C1.[C:24]([Si:28](Cl)([CH3:30])[CH3:29])([CH3:27])([CH3:26])[CH3:25]. The product is [CH3:1][O:2][C:3](=[O:4])[C@H:5]([OH:6])[CH2:9][O:8][Si:28]([C:24]([CH3:27])([CH3:26])[CH3:25])([CH3:30])[CH3:29]. The yield is 0.630.